This data is from Reaction yield outcomes from USPTO patents with 853,638 reactions. The task is: Predict the reaction yield, written as a fraction of the theoretical maximum amount of product (1.0 means a 100% yield; for example, 0.34 means a 34% yield). (1) The reactants are [OH:1][C:2]1[CH:11]=[C:10]([OH:12])[C:9]([CH:13]([CH3:15])[CH3:14])=[CH:8][C:3]=1[C:4]([O:6][CH3:7])=[O:5].C(=O)([O-])[O-].[K+].[K+].[CH2:22](Br)[CH:23]=[CH2:24]. The catalyst is C(#N)C. The product is [CH2:24]([O:12][C:10]1[C:9]([CH:13]([CH3:15])[CH3:14])=[CH:8][C:3]([C:4]([O:6][CH3:7])=[O:5])=[C:2]([OH:1])[CH:11]=1)[CH:23]=[CH2:22]. The yield is 0.600. (2) The reactants are [C:1]1([CH2:17]O)[C:14]2[C:15]3=[C:16]4[C:11](=[CH:12][CH:13]=2)[CH:10]=[CH:9][CH:8]=[C:7]4[CH:6]=[CH:5][C:4]3=[CH:3][CH:2]=1.P(Br)(Br)[Br:20].CCOCC.O. The product is [Br:20][CH2:17][C:1]1[C:14]2[C:15]3=[C:16]4[C:11](=[CH:12][CH:13]=2)[CH:10]=[CH:9][CH:8]=[C:7]4[CH:6]=[CH:5][C:4]3=[CH:3][CH:2]=1. The catalyst is C1C=CC=CC=1. The yield is 0.950. (3) The reactants are [CH2:1]([C@H:8]([NH:19][C:20](=[O:30])[O:21][C@@H:22]1[C@H:29]2[C@H:25]([O:26][CH2:27][CH2:28]2)[O:24][CH2:23]1)[C@H:9]([OH:18])[CH2:10][NH:11][O:12][CH:13]([CH2:16][CH3:17])[CH2:14][CH3:15])[C:2]1[CH:7]=[CH:6][CH:5]=[CH:4][CH:3]=1.[N+:31]([C:34]1[CH:35]=[C:36]([S:40](Cl)(=[O:42])=[O:41])[CH:37]=[CH:38][CH:39]=1)([O-:33])=[O:32].C(N(C(C)C)CC)(C)C. The catalyst is O1CCCC1.CN(C1C=CC=CN=1)C. The product is [CH2:1]([C@H:8]([NH:19][C:20](=[O:30])[O:21][C@@H:22]1[C@H:29]2[C@H:25]([O:26][CH2:27][CH2:28]2)[O:24][CH2:23]1)[C@H:9]([OH:18])[CH2:10][N:11]([O:12][CH:13]([CH2:14][CH3:15])[CH2:16][CH3:17])[S:40]([C:36]1[CH:37]=[CH:38][CH:39]=[C:34]([N+:31]([O-:33])=[O:32])[CH:35]=1)(=[O:41])=[O:42])[C:2]1[CH:3]=[CH:4][CH:5]=[CH:6][CH:7]=1. The yield is 0.860. (4) The reactants are Br[C:2]1[CH:27]=[CH:26][C:5]2[C:6]3[N:7]([CH:11]=[C:12]([C:14]4[N:18]([C:19]5[CH:24]=[CH:23][CH:22]=[CH:21][C:20]=5[Cl:25])[N:17]=[CH:16][N:15]=4)[N:13]=3)[CH2:8][CH2:9][O:10][C:4]=2[CH:3]=1.[Cl:28][C:29]1[CH:34]=[CH:33][C:32](B(O)O)=[CH:31][CH:30]=1.C([O-])([O-])=O.[Cs+].[Cs+]. The catalyst is C1C=CC(P(C2C=CC=CC=2)[C-]2C=CC=C2)=CC=1.C1C=CC(P(C2C=CC=CC=2)[C-]2C=CC=C2)=CC=1.Cl[Pd]Cl.[Fe+2].O1CCOCC1.O. The product is [Cl:28][C:29]1[CH:34]=[CH:33][C:32]([C:2]2[CH:27]=[CH:26][C:5]3[C:6]4[N:7]([CH:11]=[C:12]([C:14]5[N:18]([C:19]6[CH:24]=[CH:23][CH:22]=[CH:21][C:20]=6[Cl:25])[N:17]=[CH:16][N:15]=5)[N:13]=4)[CH2:8][CH2:9][O:10][C:4]=3[CH:3]=2)=[CH:31][CH:30]=1. The yield is 0.200. (5) The reactants are [O:1]=[C:2]1[CH:7]=[C:6]([C:8]2[N:9]=[N:10][C:11]([C:14]([F:17])([F:16])[F:15])=[CH:12][CH:13]=2)[CH:5]=[CH:4][N:3]1[C:18]1[CH:19]=[CH:20][C:21]2[C:22]3[CH2:31][N:30](C(OC(C)(C)C)=O)[CH2:29][CH2:28][CH2:27][C:23]=3[NH:24][C:25]=2[CH:26]=1.[ClH:39]. The catalyst is CO.CCOCC. The product is [ClH:39].[CH2:31]1[C:22]2[C:21]3[CH:20]=[CH:19][C:18]([N:3]4[CH:4]=[CH:5][C:6]([C:8]5[N:9]=[N:10][C:11]([C:14]([F:15])([F:17])[F:16])=[CH:12][CH:13]=5)=[CH:7][C:2]4=[O:1])=[CH:26][C:25]=3[NH:24][C:23]=2[CH2:27][CH2:28][CH2:29][NH:30]1. The yield is 0.700.